From a dataset of Catalyst prediction with 721,799 reactions and 888 catalyst types from USPTO. Predict which catalyst facilitates the given reaction. (1) Reactant: C(OC(O[C:12]([CH3:15])([CH3:14])[CH3:13])=O)(O[C:12]([CH3:15])([CH3:14])[CH3:13])=O.C([O-])(O)=O.[Na+].[C:21]([NH:31][NH2:32])(=[O:30])[CH2:22][CH2:23][CH2:24][CH2:25][C:26]([NH:28][NH2:29])=[O:27].C(NN)(=O)CCCCC(O)=O. Product: [C:12]([N:28]([C:26](=[O:27])[CH2:25][CH2:24][CH2:23][CH2:22][C:21]([NH:31][NH2:32])=[O:30])[NH2:29])([CH3:13])([CH3:14])[CH3:15]. The catalyst class is: 30. (2) Reactant: C([O:8][CH2:9][CH2:10][CH2:11][C@H:12]([N:21]1[C:25]([CH:26]2[CH2:28][CH2:27]2)=[C:24]([CH:29]2[CH2:32][CH:31]([CH2:33][C:34]([CH3:37])([CH3:36])[CH3:35])[CH2:30]2)[N:23]=[N:22]1)[CH2:13][C:14]([O:16][C:17]([CH3:20])([CH3:19])[CH3:18])=[O:15])C1C=CC=CC=1. Product: [CH:26]1([C:25]2[N:21]([C@@H:12]([CH2:11][CH2:10][CH2:9][OH:8])[CH2:13][C:14]([O:16][C:17]([CH3:20])([CH3:19])[CH3:18])=[O:15])[N:22]=[N:23][C:24]=2[CH:29]2[CH2:30][CH:31]([CH2:33][C:34]([CH3:37])([CH3:36])[CH3:35])[CH2:32]2)[CH2:28][CH2:27]1. The catalyst class is: 304.